Predict the reactants needed to synthesize the given product. From a dataset of Full USPTO retrosynthesis dataset with 1.9M reactions from patents (1976-2016). Given the product [CH2:1]([CH:8]1[CH:13]([O:14][CH2:15][C:16]2[CH:17]=[C:18]([C:26]([F:29])([F:27])[F:28])[CH:19]=[C:20]([C:22]([F:23])([F:24])[F:25])[CH:21]=2)[CH2:12][CH2:11][N:10]([C:31]([NH:30][C:33]2[CH:43]=[CH:42][CH:41]=[CH:40][C:34]=2[C:35]([O:37][CH2:38][CH3:39])=[O:36])=[O:32])[CH2:9]1)[C:2]1[CH:7]=[CH:6][CH:5]=[CH:4][CH:3]=1, predict the reactants needed to synthesize it. The reactants are: [CH2:1]([C@H:8]1[C@@H:13]([O:14][CH2:15][C:16]2[CH:21]=[C:20]([C:22]([F:25])([F:24])[F:23])[CH:19]=[C:18]([C:26]([F:29])([F:28])[F:27])[CH:17]=2)[CH2:12][CH2:11][NH:10][CH2:9]1)[C:2]1[CH:7]=[CH:6][CH:5]=[CH:4][CH:3]=1.[N:30]([C:33]1[CH:43]=[CH:42][CH:41]=[CH:40][C:34]=1[C:35]([O:37][CH2:38][CH3:39])=[O:36])=[C:31]=[O:32].